From a dataset of Forward reaction prediction with 1.9M reactions from USPTO patents (1976-2016). Predict the product of the given reaction. (1) Given the reactants [F:1][C:2]([F:22])([F:21])[C:3]1[C:4]([CH2:19]O)=[CH:5][C:6]([C:9]2[CH:10]=[N:11][C:12]([C:15]([F:18])([F:17])[F:16])=[N:13][CH:14]=2)=[N:7][CH:8]=1.[Li+].C[Si]([N-][Si](C)(C)C)(C)C.CC1C=CC(S([Cl:43])(=O)=O)=CC=1, predict the reaction product. The product is: [Cl:43][CH2:19][C:4]1[C:3]([C:2]([F:22])([F:21])[F:1])=[CH:8][N:7]=[C:6]([C:9]2[CH:10]=[N:11][C:12]([C:15]([F:18])([F:17])[F:16])=[N:13][CH:14]=2)[CH:5]=1. (2) Given the reactants [CH2:1]([O:8][C:9]1[CH:14]=[CH:13][N:12]([C:15]2[S:16][C:17]([C:21](O)=[O:22])=[C:18]([CH3:20])[N:19]=2)[C:11](=[O:24])[CH:10]=1)[C:2]1[CH:7]=[CH:6][CH:5]=[CH:4][CH:3]=1.C(N(CC)C(C)C)(C)C.CN(C)CCCN=C=NCC.ON1C2C=CC=CC=2N=N1.[S:55]1[C:59]([CH2:60][NH2:61])=[CH:58][C:57]2[CH:62]=[CH:63][CH:64]=[CH:65][C:56]1=2, predict the reaction product. The product is: [S:55]1[C:59]([CH2:60][NH:61][C:21]([C:17]2[S:16][C:15]([N:12]3[CH:13]=[CH:14][C:9]([O:8][CH2:1][C:2]4[CH:3]=[CH:4][CH:5]=[CH:6][CH:7]=4)=[CH:10][C:11]3=[O:24])=[N:19][C:18]=2[CH3:20])=[O:22])=[CH:58][C:57]2[CH:62]=[CH:63][CH:64]=[CH:65][C:56]1=2. (3) Given the reactants [O:1]1[C:5]2[CH:6]=[CH:7][CH:8]=[CH:9][C:4]=2[CH2:3][CH:2]1[C:10]1[CH:22]=[CH:21][C:13]([C:14]([O:16]C(C)(C)C)=[O:15])=[CH:12][CH:11]=1.FC(F)(F)C(O)=O, predict the reaction product. The product is: [O:1]1[C:5]2[CH:6]=[CH:7][CH:8]=[CH:9][C:4]=2[CH2:3][CH:2]1[C:10]1[CH:11]=[CH:12][C:13]([C:14]([OH:16])=[O:15])=[CH:21][CH:22]=1.